From a dataset of Full USPTO retrosynthesis dataset with 1.9M reactions from patents (1976-2016). Predict the reactants needed to synthesize the given product. (1) Given the product [CH3:13][C:10]1[S:9][C:8]([C:4]2[CH:5]=[CH:6][CH:7]=[C:2]([B:26]3[O:30][C:29]([CH3:32])([CH3:31])[C:28]([CH3:34])([CH3:33])[O:27]3)[CH:3]=2)=[N:12][N:11]=1, predict the reactants needed to synthesize it. The reactants are: Br[C:2]1[CH:3]=[C:4]([C:8]2[S:9][C:10]([CH3:13])=[N:11][N:12]=2)[CH:5]=[CH:6][CH:7]=1.CC1SC(C2C=CC=C([B:26]3[O:30][C:29]([CH3:32])([CH3:31])[C:28]([CH3:34])([CH3:33])[O:27]3)C=2)=NC=1. (2) Given the product [Cl-:18].[Cl:18][CH2:8][CH2:9][NH2+:10][CH:11]([CH2:14][CH3:15])[CH2:12][CH3:13], predict the reactants needed to synthesize it. The reactants are: CCC(N)CC.O[CH2:8][CH2:9][NH:10][CH:11]([CH2:14][CH3:15])[CH2:12][CH3:13].O=S(Cl)[Cl:18]. (3) Given the product [CH3:18][N:19]([CH2:24][CH2:25][CH2:26][NH:27][C:2]1[CH:3]=[CH:4][C:5]([N+:9]([O-:11])=[O:10])=[C:6]([CH3:8])[CH:7]=1)[CH2:20][CH2:21][CH2:22][NH:23][C:2]1[CH:3]=[CH:4][C:5]([N+:9]([O-:11])=[O:10])=[C:6]([CH3:8])[CH:7]=1, predict the reactants needed to synthesize it. The reactants are: F[C:2]1[CH:3]=[CH:4][C:5]([N+:9]([O-:11])=[O:10])=[C:6]([CH3:8])[CH:7]=1.C(=O)([O-])[O-].[Na+].[Na+].[CH3:18][N:19]([CH2:24][CH2:25][CH2:26][NH2:27])[CH2:20][CH2:21][CH2:22][NH2:23]. (4) Given the product [CH3:15][O:16][C:17]1[CH:18]=[C:19]([CH:21]=[CH:22][CH:23]=1)[N:20]=[CH:10][C:9]1[CH:12]=[CH:13][CH:14]=[C:7]([C:5]2[CH:6]=[N:1][CH:2]=[N:3][CH:4]=2)[CH:8]=1, predict the reactants needed to synthesize it. The reactants are: [N:1]1[CH:6]=[C:5]([C:7]2[CH:8]=[C:9]([CH:12]=[CH:13][CH:14]=2)[CH:10]=O)[CH:4]=[N:3][CH:2]=1.[CH3:15][O:16][C:17]1[CH:18]=[C:19]([CH:21]=[CH:22][CH:23]=1)[NH2:20]. (5) Given the product [Cl:1][C:2]1[CH:3]=[CH:4][C:5]([O:26][CH2:27][CH:28]([CH3:30])[CH3:29])=[C:6]([CH2:8][N:9]2[C:13]([CH3:14])=[CH:12][C:11]([C:15]([NH:17][C:18]3[CH:23]=[N:22][C:21]([CH:24]=[O:31])=[CH:20][N:19]=3)=[O:16])=[N:10]2)[CH:7]=1, predict the reactants needed to synthesize it. The reactants are: [Cl:1][C:2]1[CH:3]=[CH:4][C:5]([O:26][CH2:27][CH:28]([CH3:30])[CH3:29])=[C:6]([CH2:8][N:9]2[C:13]([CH3:14])=[CH:12][C:11]([C:15]([NH:17][C:18]3[CH:23]=[N:22][C:21]([CH:24]=C)=[CH:20][N:19]=3)=[O:16])=[N:10]2)[CH:7]=1.[O:31]1CCCC1.O.[O-]I(=O)(=O)=O.[Na+]. (6) Given the product [F:1][C:2]1[CH:20]=[CH:19][C:5]([C:6]2[C:8]3[C:9](=[CH:13][C:14]([O:17][CH3:18])=[CH:15][CH:16]=3)[C:10](=[O:11])[NH:23][N:22]=2)=[CH:4][CH:3]=1, predict the reactants needed to synthesize it. The reactants are: [F:1][C:2]1[CH:20]=[CH:19][C:5]([C:6]([C:8]2[CH:16]=[CH:15][C:14]([O:17][CH3:18])=[CH:13][C:9]=2[C:10](O)=[O:11])=O)=[CH:4][CH:3]=1.O.[NH2:22][NH2:23]. (7) The reactants are: [O:1]=[C:2]1[CH2:6][CH2:5][CH2:4][N:3]1[C:7]1[CH:8]=[C:9]([CH:23]=[CH:24][CH:25]=1)[CH2:10][NH:11][C:12]([C:14]1[C:15]2[CH:16]=[CH:17][NH:18][C:19]=2[CH:20]=[CH:21][CH:22]=1)=[O:13].[NH2:26][C:27]1[N:32]=[C:31](Cl)[CH:30]=[CH:29][N:28]=1.NC1N=C(N2C3C(=C(NC(=O)CC4C=CC=C(OC)C=4)C=CC=3)C=C2)C=CN=1. Given the product [NH2:26][C:27]1[N:32]=[C:31]([N:18]2[C:19]3[CH:20]=[CH:21][CH:22]=[C:14]([C:12]([NH:11][CH2:10][C:9]4[CH:23]=[CH:24][CH:25]=[C:7]([N:3]5[CH2:4][CH2:5][CH2:6][C:2]5=[O:1])[CH:8]=4)=[O:13])[C:15]=3[CH:16]=[CH:17]2)[CH:30]=[CH:29][N:28]=1, predict the reactants needed to synthesize it. (8) Given the product [CH3:22][O:23][C:24]1[CH:32]=[CH:31][C:27]([C:28]([NH:19][C:14]2[C:15]([CH3:18])=[C:16]([CH3:17])[C:4]3[O:3][C:2]([CH3:21])([CH3:1])[CH:6]([C:7]4[CH:8]=[CH:9][CH:10]=[CH:11][CH:12]=4)[C:5]=3[C:13]=2[CH3:20])=[O:29])=[CH:26][CH:25]=1, predict the reactants needed to synthesize it. The reactants are: [CH3:1][C:2]1([CH3:21])[CH:6]([C:7]2[CH:12]=[CH:11][CH:10]=[CH:9][CH:8]=2)[C:5]2[C:13]([CH3:20])=[C:14]([NH2:19])[C:15]([CH3:18])=[C:16]([CH3:17])[C:4]=2[O:3]1.[CH3:22][O:23][C:24]1[CH:32]=[CH:31][C:27]([C:28](Cl)=[O:29])=[CH:26][CH:25]=1.C(N(CC)CC)C. (9) Given the product [NH:24]1[CH:25]=[N:26][C:22]([C:19]2[CH:20]=[C:21]3[C:16](=[CH:17][CH:18]=2)[NH:15][N:14]=[C:13]3[C:9]2[CH:8]=[C:7]([NH:6][C:4](=[O:5])[CH2:3][C:2]([CH3:52])([CH3:1])[CH3:53])[CH:12]=[CH:11][CH:10]=2)=[N:23]1, predict the reactants needed to synthesize it. The reactants are: [CH3:1][C:2]([CH3:53])([CH3:52])[CH2:3][C:4]([NH:6][C:7]1[CH:12]=[CH:11][CH:10]=[C:9]([C:13]2[C:21]3[C:16](=[CH:17][CH:18]=[C:19]([C:22]4[N:26]=[CH:25][N:24](C(C5C=CC=CC=5)(C5C=CC=CC=5)C5C=CC=CC=5)[N:23]=4)[CH:20]=3)[N:15](C3CCCCO3)[N:14]=2)[CH:8]=1)=[O:5].